Predict the reactants needed to synthesize the given product. From a dataset of Full USPTO retrosynthesis dataset with 1.9M reactions from patents (1976-2016). (1) Given the product [CH2:1]([O:3][C:4](=[O:24])[C:5]([CH3:23])([CH3:22])[CH2:6][C@H:7]([NH:21][C:32]([C:30]1[O:29][N:28]=[C:27]([OH:26])[CH:31]=1)=[O:33])[CH2:8][C:9]1[CH:10]=[CH:11][C:12]([C:15]2[CH:20]=[CH:19][CH:18]=[CH:17][CH:16]=2)=[CH:13][CH:14]=1)[CH3:2], predict the reactants needed to synthesize it. The reactants are: [CH2:1]([O:3][C:4](=[O:24])[C:5]([CH3:23])([CH3:22])[CH2:6][C@H:7]([NH2:21])[CH2:8][C:9]1[CH:14]=[CH:13][C:12]([C:15]2[CH:20]=[CH:19][CH:18]=[CH:17][CH:16]=2)=[CH:11][CH:10]=1)[CH3:2].Cl.[OH:26][C:27]1[CH:31]=[C:30]([C:32](O)=[O:33])[O:29][N:28]=1.CCN=C=NCCCN(C)C.C1C=CC2N(O)N=NC=2C=1. (2) Given the product [NH:21]1[C:22]2[C:18](=[C:17]([NH:16][CH:15]3[C:9]4[C:8](=[CH:13][CH:12]=[CH:11][CH:10]=4)[C:5]([CH3:7])([CH3:6])[CH2:4][C:3]3([C:2]([F:1])([F:26])[F:27])[OH:14])[CH:25]=[CH:24][CH:23]=2)[CH:19]=[N:20]1, predict the reactants needed to synthesize it. The reactants are: [F:1][C:2]([F:27])([F:26])[C:3]([CH:15]=[N:16][C:17]1[CH:25]=[CH:24][CH:23]=[C:22]2[C:18]=1[CH:19]=[N:20][NH:21]2)([OH:14])[CH2:4][C:5]([C:8]1[CH:13]=[CH:12][CH:11]=[CH:10][CH:9]=1)([CH3:7])[CH3:6].C(=O)(O)[O-].[Na+]. (3) Given the product [C:24]([C:11]1[C:12](=[O:23])[N:13]([CH2:14][C:15]2[CH:20]=[CH:19][C:18]([CH3:21])=[CH:17][C:16]=2[CH3:22])[C:8]([C:4]2[CH:3]=[C:2]([C:39]3[CH:38]=[C:37]4[C:42]([CH:43]=[C:35]([C:33]([O:32][CH2:30][CH3:31])=[O:34])[NH:36]4)=[CH:41][CH:40]=3)[CH:7]=[CH:6][CH:5]=2)=[CH:9][C:10]=1[C:26]([F:28])([F:27])[F:29])#[N:25], predict the reactants needed to synthesize it. The reactants are: Br[C:2]1[CH:3]=[C:4]([C:8]2[N:13]([CH2:14][C:15]3[CH:20]=[CH:19][C:18]([CH3:21])=[CH:17][C:16]=3[CH3:22])[C:12](=[O:23])[C:11]([C:24]#[N:25])=[C:10]([C:26]([F:29])([F:28])[F:27])[CH:9]=2)[CH:5]=[CH:6][CH:7]=1.[CH2:30]([O:32][C:33]([C:35]1[NH:36][C:37]2[C:42]([CH:43]=1)=[CH:41][CH:40]=[C:39](B1OC(C)(C)C(C)(C)O1)[CH:38]=2)=[O:34])[CH3:31].C([O-])([O-])=O.[K+].[K+].N#N.